Dataset: hERG potassium channel inhibition data for cardiac toxicity prediction from Karim et al.. Task: Regression/Classification. Given a drug SMILES string, predict its toxicity properties. Task type varies by dataset: regression for continuous values (e.g., LD50, hERG inhibition percentage) or binary classification for toxic/non-toxic outcomes (e.g., AMES mutagenicity, cardiotoxicity, hepatotoxicity). Dataset: herg_karim. (1) The molecule is Nc1ccc(-c2cccs2)cc1NC(=O)c1ccc(N2CCC3(CC2)COC(=O)N3)nc1. The result is 0 (non-blocker). (2) The molecule is CN1CCCN(C(=O)c2cccc(-c3ccc(C=C4C(=O)Nc5ccc(Cl)cc54)o3)c2)CC1. The result is 0 (non-blocker). (3) The molecule is COCCCOc1cc(C(=O)N(C[C@@H]2CNC[C@H]2Cc2ccccc2)C(C)C)ccc1OC. The result is 0 (non-blocker).